Dataset: NCI-60 drug combinations with 297,098 pairs across 59 cell lines. Task: Regression. Given two drug SMILES strings and cell line genomic features, predict the synergy score measuring deviation from expected non-interaction effect. Drug 1: C1=CN(C(=O)N=C1N)C2C(C(C(O2)CO)O)O.Cl. Drug 2: CC1=C(C(=CC=C1)Cl)NC(=O)C2=CN=C(S2)NC3=CC(=NC(=N3)C)N4CCN(CC4)CCO. Cell line: SW-620. Synergy scores: CSS=21.8, Synergy_ZIP=-10.3, Synergy_Bliss=-0.134, Synergy_Loewe=-0.917, Synergy_HSA=-0.310.